This data is from Forward reaction prediction with 1.9M reactions from USPTO patents (1976-2016). The task is: Predict the product of the given reaction. (1) Given the reactants NCC(C1C=CC(Br)=CC=1)=O.[C:12]([O:16][C:17]([N:19]1[CH:24](C(O)=O)[CH:23]2[CH2:28][CH:20]1[CH2:21][CH2:22]2)=[O:18])([CH3:15])([CH3:14])[CH3:13].CN(C(ON1N=NC2C=CC=NC1=2)=[N+](C)C)C.F[P-](F)(F)(F)(F)F.C(N(C(C)C)CC)(C)C, predict the reaction product. The product is: [C:12]([O:16][C:17]([N:19]1[CH2:24][CH:23]2[CH2:28][CH:20]1[CH2:21][CH2:22]2)=[O:18])([CH3:15])([CH3:13])[CH3:14]. (2) The product is: [F:1][C:2]1[CH:10]=[CH:9][CH:8]=[C:7]([I:11])[C:3]=1[C:4]([O:6]/[N:19]=[C:20](\[NH2:24])/[CH3:21])=[O:5]. Given the reactants [F:1][C:2]1[CH:10]=[CH:9][CH:8]=[C:7]([I:11])[C:3]=1[C:4]([OH:6])=[O:5].C(Cl)(=O)C(Cl)=O.O[NH:19][C:20](=O)[CH3:21].C[N:24](C=O)C, predict the reaction product. (3) Given the reactants [OH:1][C:2]1[CH:9]=[CH:8][CH:7]=[CH:6][C:3]=1[CH:4]=[O:5].C([O-])([O-])=O.[K+].[K+].Br[CH2:17][CH:18]=[CH2:19], predict the reaction product. The product is: [CH2:19]([O:1][C:2]1[CH:9]=[CH:8][CH:7]=[CH:6][C:3]=1[CH:4]=[O:5])[CH:18]=[CH2:17]. (4) Given the reactants [C:1]([C:3]1[CH:12]=[CH:11][C:6]([C:7](=[O:10])[CH2:8]Br)=[CH:5][CH:4]=1)#[N:2].[OH2:13], predict the reaction product. The product is: [C:1]([C:3]1[CH:12]=[CH:11][C:6]([C:7]([CH:8]=[O:13])=[O:10])=[CH:5][CH:4]=1)#[N:2]. (5) Given the reactants [F:1][C:2]1([F:30])[CH2:7][CH2:6][N:5]([C:8]([C:10]2[NH:11][C:12]3[C:17]([CH:18]=2)=[CH:16][C:15]([C:19]([N:21]2[CH2:26][CH2:25][N:24]([CH:27]([CH3:29])[CH3:28])[CH2:23][CH2:22]2)=[O:20])=[CH:14][CH:13]=3)=[O:9])[CH2:4][CH2:3]1.[CH:31]1(B(O)O)[CH2:34][CH2:33][CH2:32]1.N1C=CC=CC=1, predict the reaction product. The product is: [CH:31]1([N:11]2[C:12]3[C:17](=[CH:16][C:15]([C:19]([N:21]4[CH2:22][CH2:23][N:24]([CH:27]([CH3:28])[CH3:29])[CH2:25][CH2:26]4)=[O:20])=[CH:14][CH:13]=3)[CH:18]=[C:10]2[C:8]([N:5]2[CH2:6][CH2:7][C:2]([F:1])([F:30])[CH2:3][CH2:4]2)=[O:9])[CH2:34][CH2:33][CH2:32]1.